Dataset: Full USPTO retrosynthesis dataset with 1.9M reactions from patents (1976-2016). Task: Predict the reactants needed to synthesize the given product. (1) Given the product [CH2:1]([O:3][C:4]([N:6]1[C:15]2[C:10](=[N:11][C:12]([O:16][CH3:17])=[CH:13][CH:14]=2)[C@@H:9]([NH:18][C:19]2[N:24]=[C:23]([CH2:25][C:26]3[CH:31]=[C:30]([C:32]([F:35])([F:34])[F:33])[CH:29]=[C:28]([C:36]([F:39])([F:38])[F:37])[CH:27]=3)[C:22]([C:48]3[CH:53]=[CH:52][CH:51]=[CH:50][N:49]=3)=[CH:21][N:20]=2)[CH2:8][C@H:7]1[CH2:41][CH3:42])=[O:5])[CH3:2], predict the reactants needed to synthesize it. The reactants are: [CH2:1]([O:3][C:4]([N:6]1[C:15]2[C:10](=[N:11][C:12]([O:16][CH3:17])=[CH:13][CH:14]=2)[C@@H:9]([NH:18][C:19]2[N:24]=[C:23]([CH2:25][C:26]3[CH:31]=[C:30]([C:32]([F:35])([F:34])[F:33])[CH:29]=[C:28]([C:36]([F:39])([F:38])[F:37])[CH:27]=3)[C:22](I)=[CH:21][N:20]=2)[CH2:8][C@H:7]1[CH2:41][CH3:42])=[O:5])[CH3:2].C([Sn](CCCC)(CCCC)[C:48]1[CH:53]=[CH:52][CH:51]=[CH:50][N:49]=1)CCC.[F-].[K+]. (2) The reactants are: [NH2:1][C:2]1[C:11]2[CH:10]=[CH:9][CH:8]=[C:7](Br)[C:6]=2[N:5]=[C:4]2[CH2:13][N:14]([CH2:17][CH2:18][CH3:19])[C:15](=[O:16])[C:3]=12.[CH3:20][C:21]1[CH:22]=[C:23](B(O)O)[CH:24]=[C:25]([CH3:27])[CH:26]=1. Given the product [NH2:1][C:2]1[C:11]2[CH:10]=[CH:9][CH:8]=[C:7]([C:23]3[CH:24]=[C:25]([CH3:27])[CH:26]=[C:21]([CH3:20])[CH:22]=3)[C:6]=2[N:5]=[C:4]2[CH2:13][N:14]([CH2:17][CH2:18][CH3:19])[C:15](=[O:16])[C:3]=12, predict the reactants needed to synthesize it. (3) The reactants are: COC1C=CC(C[O:10][C:11]2[N:16]=[CH:15][C:14]([O:17][CH2:18][CH2:19][N:20]([CH2:33][C:34]([F:37])([F:36])[F:35])[C:21]3[CH:28]=[CH:27][C:24]([C:25]#[N:26])=[C:23]([C:29]([F:32])([F:31])[F:30])[CH:22]=3)=[CH:13][CH:12]=2)=CC=1. Given the product [O:10]=[C:11]1[NH:16][CH:15]=[C:14]([O:17][CH2:18][CH2:19][N:20]([CH2:33][C:34]([F:37])([F:35])[F:36])[C:21]2[CH:28]=[CH:27][C:24]([C:25]#[N:26])=[C:23]([C:29]([F:30])([F:31])[F:32])[CH:22]=2)[CH:13]=[CH:12]1, predict the reactants needed to synthesize it. (4) Given the product [NH2:1][C:2]1[CH:7]=[C:6]([F:8])[CH:5]=[CH:4][C:3]=1[NH:9][C:10](=[O:18])[C:11]1[CH:16]=[CH:15][C:14]([NH:23][CH2:22][CH2:21][CH2:20][CH2:19][NH2:24])=[N:13][CH:12]=1, predict the reactants needed to synthesize it. The reactants are: [NH2:1][C:2]1[CH:7]=[C:6]([F:8])[CH:5]=[CH:4][C:3]=1[NH:9][C:10](=[O:18])[C:11]1[CH:16]=[CH:15][C:14](Cl)=[N:13][CH:12]=1.[CH2:19]([NH2:24])[CH2:20][CH2:21][CH2:22][NH2:23]. (5) Given the product [O:28]1[C:29]2[CH:35]=[CH:34][CH:33]=[CH:32][C:30]=2[N:31]=[C:27]1[C:22]1[CH:23]=[C:24]2[C:19](=[CH:20][CH:21]=1)[CH:18]=[C:17]([O:16][CH2:15][CH2:14][CH2:13][CH:7]([C:8]([OH:10])=[O:9])[C:6]([OH:36])=[O:5])[CH:26]=[CH:25]2, predict the reactants needed to synthesize it. The reactants are: [OH-].[Na+].C([O:5][C:6](=[O:36])[CH:7]([CH2:13][CH2:14][CH2:15][O:16][C:17]1[CH:26]=[CH:25][C:24]2[C:19](=[CH:20][CH:21]=[C:22]([C:27]3[O:28][C:29]4[CH:35]=[CH:34][CH:33]=[CH:32][C:30]=4[N:31]=3)[CH:23]=2)[CH:18]=1)[C:8]([O:10]CC)=[O:9])C. (6) Given the product [OH:16][CH:13]1[CH2:14][CH2:15][N:10]([C:8]([CH:5]2[CH2:4][CH2:3][CH:2]([NH:1][C:52]3[N:51]=[C:50]([C:46]4[C:45]5[C:49](=[C:41]([O:40][CH2:39][CH2:38][CH2:37][S:34]([CH3:33])(=[O:35])=[O:36])[CH:42]=[CH:43][CH:44]=5)[NH:48][N:47]=4)[CH:55]=[CH:54][N:53]=3)[CH2:7][CH2:6]2)=[O:9])[CH2:11][CH2:12]1, predict the reactants needed to synthesize it. The reactants are: [NH2:1][CH:2]1[CH2:7][CH2:6][CH:5]([C:8]([N:10]2[CH2:15][CH2:14][CH:13]([OH:16])[CH2:12][CH2:11]2)=[O:9])[CH2:4][CH2:3]1.CCN(C(C)C)C(C)C.CN1C(=O)CCC1.[CH3:33][S:34]([CH2:37][CH2:38][CH2:39][O:40][C:41]1[CH:42]=[CH:43][CH:44]=[C:45]2[C:49]=1[NH:48][N:47]=[C:46]2[C:50]1[CH:55]=[CH:54][N:53]=[C:52](S(C)=O)[N:51]=1)(=[O:36])=[O:35]. (7) Given the product [O:25]1[CH2:26][CH2:27][CH:23]([NH:22][C:3]([C:5]2[NH:6][N:7]=[C:8]([O:10][CH2:11][C:12]3[C:13]([CH2:18][CH2:19][CH2:20][CH3:21])=[N:14][O:15][C:16]=3[CH3:17])[CH:9]=2)=[O:4])[CH2:24]1, predict the reactants needed to synthesize it. The reactants are: CO[C:3]([C:5]1[NH:6][N:7]=[C:8]([O:10][CH2:11][C:12]2[C:13]([CH2:18][CH2:19][CH2:20][CH3:21])=[N:14][O:15][C:16]=2[CH3:17])[CH:9]=1)=[O:4].[NH2:22][CH:23]1[CH2:27][CH2:26][O:25][CH2:24]1.